This data is from Peptide-MHC class I binding affinity with 185,985 pairs from IEDB/IMGT. The task is: Regression. Given a peptide amino acid sequence and an MHC pseudo amino acid sequence, predict their binding affinity value. This is MHC class I binding data. (1) The MHC is HLA-A31:01 with pseudo-sequence HLA-A31:01. The peptide sequence is CLWLLTLGL. The binding affinity (normalized) is 0.0847. (2) The peptide sequence is AEMRAYHGF. The MHC is HLA-A69:01 with pseudo-sequence HLA-A69:01. The binding affinity (normalized) is 0.193.